This data is from Forward reaction prediction with 1.9M reactions from USPTO patents (1976-2016). The task is: Predict the product of the given reaction. (1) Given the reactants FC(F)(F)C(O)=O.[CH3:8][O:9][C:10](=[O:26])[C:11]1[CH:16]=[CH:15][C:14]([CH2:17][C:18]([O:20]C(C)(C)C)=[O:19])=[C:13]([CH3:25])[CH:12]=1, predict the reaction product. The product is: [CH3:8][O:9][C:10](=[O:26])[C:11]1[CH:16]=[CH:15][C:14]([CH2:17][C:18]([OH:20])=[O:19])=[C:13]([CH3:25])[CH:12]=1. (2) Given the reactants [CH2:1]([O:8][C:9]1[CH:14]=[CH:13][C:12]([C:15]2[CH:20]=[CH:19][CH:18]=[C:17]([NH:21][C@H:22]([C:30]([O:32]C)=[O:31])[CH2:23][C:24]3[CH:29]=[CH:28][CH:27]=[CH:26][CH:25]=3)[CH:16]=2)=[CH:11][CH:10]=1)[C:2]1[CH:7]=[CH:6][CH:5]=[CH:4][CH:3]=1.CO.[OH-].[Na+].Cl, predict the reaction product. The product is: [CH2:1]([O:8][C:9]1[CH:14]=[CH:13][C:12]([C:15]2[CH:20]=[CH:19][CH:18]=[C:17]([NH:21][C@H:22]([C:30]([OH:32])=[O:31])[CH2:23][C:24]3[CH:29]=[CH:28][CH:27]=[CH:26][CH:25]=3)[CH:16]=2)=[CH:11][CH:10]=1)[C:2]1[CH:7]=[CH:6][CH:5]=[CH:4][CH:3]=1. (3) Given the reactants Cl[C:2]1[C:11]2=[N:12][N:13](CC3C=CC(OC)=CC=3)[C:14]([CH3:15])=[C:10]2[C:9]2[CH:8]=[CH:7][C:6]([C:25]#[N:26])=[CH:5][C:4]=2[N:3]=1.[CH3:27][O:28][C:29]1[CH:30]=[C:31]([CH:33]=[CH:34][C:35]=1[O:36][CH3:37])[NH2:32].Cl, predict the reaction product. The product is: [CH3:27][O:28][C:29]1[CH:30]=[C:31]([NH:32][C:2]2[C:11]3=[N:12][NH:13][C:14]([CH3:15])=[C:10]3[C:9]3[CH:8]=[CH:7][C:6]([C:25]#[N:26])=[CH:5][C:4]=3[N:3]=2)[CH:33]=[CH:34][C:35]=1[O:36][CH3:37]. (4) Given the reactants [CH2:1]([O:3][C:4]([C:6]1[O:7][C:8]2[CH:15]=[CH:14][CH:13]=[C:12]([CH:16]=C)[C:9]=2[C:10]=1[CH3:11])=[O:5])[CH3:2].I([O-])(=O)(=O)=[O:19].[Na+], predict the reaction product. The product is: [CH2:1]([O:3][C:4]([CH:6]1[C:10]([CH3:11])=[C:9]2[C:12](=[C:16]=[O:19])[CH:13]=[CH:14][CH:15]=[C:8]2[O:7]1)=[O:5])[CH3:2].